From a dataset of Catalyst prediction with 721,799 reactions and 888 catalyst types from USPTO. Predict which catalyst facilitates the given reaction. (1) Reactant: [CH2:1]([NH:4][C:5]1[CH:6]=[C:7]([CH:14]=[CH:15][C:16]=1[CH3:17])[C:8]([NH:10][CH:11]1[CH2:13][CH2:12]1)=[O:9])[CH:2]=[CH2:3].[Br:18][C:19]1[CH:24]=[CH:23][C:22]([O:25][CH3:26])=[CH:21][C:20]=1[C:27](Cl)=[O:28].C(N(CC)CC)C. Product: [CH2:1]([N:4]([C:5]1[CH:6]=[C:7]([C:8]([NH:10][CH:11]2[CH2:12][CH2:13]2)=[O:9])[CH:14]=[CH:15][C:16]=1[CH3:17])[C:27](=[O:28])[C:20]1[CH:21]=[C:22]([O:25][CH3:26])[CH:23]=[CH:24][C:19]=1[Br:18])[CH:2]=[CH2:3]. The catalyst class is: 1. (2) Reactant: [CH2:1]([OH:4])[CH:2]=[CH2:3].C(N(CC)CC)C.[Br:12][C:13]1[CH:14]=[CH:15][C:16]([F:23])=[C:17]([CH2:19][C:20](Cl)=[O:21])[CH:18]=1. Product: [CH2:1]([O:4][C:20](=[O:21])[CH2:19][C:17]1[CH:18]=[C:13]([Br:12])[CH:14]=[CH:15][C:16]=1[F:23])[CH:2]=[CH2:3]. The catalyst class is: 13. (3) Reactant: [CH2:1]([O:3][C:4]([C:6]1[C:15](=[O:16])[C:14]2[C:9](=[CH:10][C:11]([F:18])=[C:12]([I:17])[CH:13]=2)[N:8]([C@H:19]([CH2:23][OH:24])[CH:20]([CH3:22])[CH3:21])[CH:7]=1)=[O:5])[CH3:2].N1C=CN=C1.[Si:30](Cl)([C:33]([CH3:36])([CH3:35])[CH3:34])([CH3:32])[CH3:31]. Product: [CH2:1]([O:3][C:4]([C:6]1[C:15](=[O:16])[C:14]2[C:9](=[CH:10][C:11]([F:18])=[C:12]([I:17])[CH:13]=2)[N:8]([C@H:19]([CH2:23][O:24][Si:30]([C:33]([CH3:36])([CH3:35])[CH3:34])([CH3:32])[CH3:31])[CH:20]([CH3:21])[CH3:22])[CH:7]=1)=[O:5])[CH3:2]. The catalyst class is: 9. (4) Reactant: [OH:1][C:2]1[CH:7]=[CH:6][C:5]([CH:8]2[CH2:13][CH2:12][N:11]([C:14]([O:16][CH2:17][C:18]3[CH:23]=[CH:22][CH:21]=[CH:20][CH:19]=3)=[O:15])[CH2:10][CH:9]2[O:24][CH2:25][C:26]2[CH:27]=[CH:28][C:29]3[O:34][CH2:33][C:32](=[O:35])[N:31]([CH2:36][CH2:37][CH2:38][O:39][CH3:40])[C:30]=3[CH:41]=2)=[CH:4][CH:3]=1.O[CH2:43][CH2:44][NH:45][C:46](=[O:52])[O:47][C:48]([CH3:51])([CH3:50])[CH3:49].C1(P(C2C=CC=CC=2)C2C=CC=CC=2)C=CC=CC=1. Product: [C:48]([O:47][C:46]([NH:45][CH2:44][CH2:43][O:1][C:2]1[CH:7]=[CH:6][C:5]([CH:8]2[CH2:13][CH2:12][N:11]([C:14]([O:16][CH2:17][C:18]3[CH:19]=[CH:20][CH:21]=[CH:22][CH:23]=3)=[O:15])[CH2:10][CH:9]2[O:24][CH2:25][C:26]2[CH:27]=[CH:28][C:29]3[O:34][CH2:33][C:32](=[O:35])[N:31]([CH2:36][CH2:37][CH2:38][O:39][CH3:40])[C:30]=3[CH:41]=2)=[CH:4][CH:3]=1)=[O:52])([CH3:51])([CH3:50])[CH3:49]. The catalyst class is: 7. (5) Reactant: [CH2:1]([N:8]([S:48]([CH2:51][CH2:52][CH2:53][Cl:54])(=[O:50])=[O:49])[C:9]([C:11]1[CH:19]=[C:18]2[C:14]([C:15]([CH:42]3[CH2:47][CH2:46][CH2:45][CH2:44][CH2:43]3)=[C:16]([C:36]3[CH:41]=[CH:40][CH:39]=[CH:38][CH:37]=3)[N:17]2[CH2:20][C:21]([N:23]([CH3:35])[CH2:24][CH2:25][N:26](C)[C:27](=O)OC(C)(C)C)=[O:22])=[CH:13][CH:12]=1)=[O:10])[C:2]1[CH:7]=[CH:6][CH:5]=[CH:4][CH:3]=1.C(O)(C(F)(F)F)=O. Product: [ClH:54].[CH2:1]([N:8]([S:48]([CH2:51][CH2:52][CH2:53][Cl:54])(=[O:49])=[O:50])[C:9]([C:11]1[CH:19]=[C:18]2[C:14]([C:15]([CH:42]3[CH2:43][CH2:44][CH2:45][CH2:46][CH2:47]3)=[C:16]([C:36]3[CH:41]=[CH:40][CH:39]=[CH:38][CH:37]=3)[N:17]2[CH2:20][C:21]([N:23]([CH3:35])[CH2:24][CH2:25][NH:26][CH3:27])=[O:22])=[CH:13][CH:12]=1)=[O:10])[C:2]1[CH:7]=[CH:6][CH:5]=[CH:4][CH:3]=1. The catalyst class is: 2. (6) Reactant: C([N:8]([CH:21]([CH:25]1[CH2:30][CH2:29][O:28][CH2:27][CH2:26]1)[C:22]([O-])=[O:23])[CH2:9]/[C:10](/[C:13]1[CH:18]=[C:17]([F:19])[CH:16]=[C:15]([F:20])[CH:14]=1)=[N:11]\O)C1C=CC=CC=1. Product: [F:20][C:15]1[CH:14]=[C:13]([CH:10]2[NH:11][C:22](=[O:23])[CH:21]([CH:25]3[CH2:30][CH2:29][O:28][CH2:27][CH2:26]3)[NH:8][CH2:9]2)[CH:18]=[C:17]([F:19])[CH:16]=1. The catalyst class is: 29. (7) Reactant: [S:1]1[C:5]2[CH:6]=[CH:7][CH:8]=[CH:9][C:4]=2[N:3]=[C:2]1[N:10]1[C:14](=[O:15])[CH:13]=[C:12]([C:16]2[S:17][C:18]([Br:21])=[CH:19][CH:20]=2)[NH:11]1.CO[CH:24](OC)[N:25]([CH3:27])[CH3:26]. Product: [S:1]1[C:5]2[CH:6]=[CH:7][CH:8]=[CH:9][C:4]=2[N:3]=[C:2]1[N:10]1[C:14](=[O:15])[C:13](=[CH:24][N:25]([CH3:27])[CH3:26])[C:12]([C:16]2[S:17][C:18]([Br:21])=[CH:19][CH:20]=2)=[N:11]1. The catalyst class is: 1. (8) Reactant: [CH2:1]([O:8][C:9]1[CH:14]=[CH:13][N:12]=[C:11](Cl)[CH:10]=1)[C:2]1[CH:7]=[CH:6][CH:5]=[CH:4][CH:3]=1.C1(P(C2CCCCC2)C2C=CC=CC=2C2C(CCC)=CC(CCC)=CC=2CCC)CCCCC1.[Li+].C[Si]([N-:55][Si](C)(C)C)(C)C. Product: [CH2:1]([O:8][C:9]1[CH:14]=[CH:13][N:12]=[C:11]([NH2:55])[CH:10]=1)[C:2]1[CH:7]=[CH:6][CH:5]=[CH:4][CH:3]=1. The catalyst class is: 443. (9) Reactant: [NH2:1][C:2](=[NH:18])[N:3]1[CH2:8][CH2:7][CH2:6][CH:5]([CH2:9][NH:10][C:11](=[O:17])[O:12][C:13]([CH3:16])([CH3:15])[CH3:14])[CH2:4]1.CN([CH:22]=[C:23]1[C:28](=O)[CH2:27][CH2:26][N:25]([CH3:30])[CH2:24]1)C.C[O-].[Na+]. Product: [CH3:30][N:25]1[CH2:26][CH2:27][C:28]2[N:18]=[C:2]([N:3]3[CH2:8][CH2:7][CH2:6][CH:5]([CH2:9][NH:10][C:11](=[O:17])[O:12][C:13]([CH3:15])([CH3:14])[CH3:16])[CH2:4]3)[N:1]=[CH:22][C:23]=2[CH2:24]1. The catalyst class is: 8.